From a dataset of Human Reference Interactome with 51,813 positive PPI pairs across 8,248 proteins, plus equal number of experimentally-validated negative pairs. Binary Classification. Given two protein amino acid sequences, predict whether they physically interact or not. (1) Protein 1 (ENSG00000154144) has sequence MSLLDGLASSPRAPLQSSKARMKKLPKKSQNEKYRLKYLRLRKAAKATVFENAAICDEIARLEEKFLKAKEERRYLLKKLLQLQALTEGEVQAAAPSHSSSLPLTYGVASSVGTIQGAGPISGPSTGAEEPFGKKTKKEKKEKGKENNKLEDHHRPTWLS*MSLLDGLASSPRAPLQSSKARMKKLPKKSQNEKYRLKYLRLRKAAKATVFENAAICDEIARLEEKFLKAKEERRYLLKKLLQLQALTEGEVQAAAPSHSSSLPLTYGVASSVGTIQGAGPISGPSTGAEEPFGKKTKKE.... Protein 2 (ENSG00000132274) has sequence MDFSVKVDIEKEVTCPICLELLTEPLSLDCGHSFCQACITAKIKESVIISRGESSCPVCQTRFQPGNLRPNRHLANIVERVKEVKMSPQEGQKRDVCEHHGKKLQIFCKEDGKVICWVCELSQEHQGHQTFRINEVVKECQEKLQVALQRLIKEDQEAEKLEDDIRQERTAWKNYIQIERQKILKGFNEMRVILDNEEQRELQKLEEGEVNVLDNLAAATDQLVQQRQDASTLISDLQRRLRGSSVEMLQDVIDVMKRSESWTLKKPKSVSKKLKSVFRVPDLSGMLQVLKELTDVQYYW.... Result: 0 (the proteins do not interact). (2) Protein 1 (ENSG00000126460) has sequence MRGHPSLLLLYMALTTCLDTSPSEETDQEVFLGPPEAQSFLSSHTRIPRANHWDLELLTPGNLERECLEERCSWEEAREYFEDNTLTERFWESYIYNGKGGRGRVDVASLAVGLTGGILLIVLAGLGAFWYLRWRQHRGQQPCPQEAGLISPLSPLNPLGPPTPLPPPPPPPPGLPTYEQALAASGVHDAPPPPYTSLRRPH*MRGHPSLLLLYMALTTCLDTSPSEETDQVLPLPGVQDPAPSSFRPRNLDSQPLLLPPGPHCFPSPYDSSPRDPPFFCPSCLWVQKSSWVPQRPRAS*.... Protein 2 (ENSG00000097007) has sequence MLEICLKLVGCKSKKGLSSSSSCYLEEALQRPVASDFEPQGLSEAARWNSKENLLAGPSENDPNLFVALYDFVASGDNTLSITKGEKLRVLGYNHNGEWCEAQTKNGQGWVPSNYITPVNSLEKHSWYHGPVSRNAAEYLLSSGINGSFLVRESESSPGQRSISLRYEGRVYHYRINTASDGKLYVSSESRFNTLAELVHHHSTVADGLITTLHYPAPKRNKPTVYGVSPNYDKWEMERTDITMKHKLGGGQYGEVYEGVWKKYSLTVAVKTLKEDTMEVEEFLKEAAVMKEIKHPNLVQ.... Result: 0 (the proteins do not interact). (3) Protein 1 (ENSG00000185269) has sequence MGRGVRVLLLLSLLHCAGGSEGRKTWRRRGQQPPPPPRTEAAPAAGQPVESFPLDFTAVEGNMDSFMAQVKSLAQSLYPCSAQQLNEDLRLHLLLNTSVTCNDGSPAGYYLKESRGSRRWLLFLEGGWYCFNRENCDSRYDTMRRLMSSRDWPRTRTGTGILSSQPEENPYWWNANMVFIPYCSSDVWSGASSKSEKNEYAFMGALIIQEVVRELLGRGLSGAKVLLLAGSSAGGTGVLLNVDRVAEQLEKLGYPAIQVRGLADSGWFLDNKQYRHTDCVDTITCAPTEAIRRGIMGRGV.... Protein 2 (ENSG00000111907) has sequence MEAQAQGLLETEPLQGTDEDAVASADFSSMLSEEEKEELKAELVQLEDEITTLRQVLSAKERHLVEIKQKLGMNLMNELKQNFSKSWHDMQTTTAYKKTHETLSHAGQKATAAFSNVGTAISKKFGDMRSHSIGYSIRHSISMPAMRNSPTFKSFEERVETTVTSLKTKVGGTNPNGGSFEEVLSSTAHASAQSLAGGSRRTKEEELQC*MEAQAQGLLETEPLQGTDEDAVASADFSSMLSEEEKEELKAELVQLEDEITTLRQVLSAKERHLVEIKQKLGMNLMNELKQNFSKSWHDM.... Result: 0 (the proteins do not interact). (4) Protein 1 (ENSG00000144589) has sequence XQCCLKVPVALAGHTGEFMCLVVVSDRRLYLLKVTGEMREPPASWLQLTLAVPLQDLSGIELGLAGQSLRLEWAAGAGRCVLLPRDARHCRAFLEELLDVLQSLPPAWRNCVSATEEEVTPQHRLWPLLEKDSSLEARQFFYLRAFLVEGEASVQLMLPWSLYPTLSQALAHAQHLYSALAATVSSWNLENLSLEGIAE*MTTAQRDSLLWKLAGLLRESGDVVLSGCSTLSLLTPTLQQLNHVFELHLGPWGPGQTGFVALPSHPADSPVILQLQFLFDVLQKTLSLKLVHVAGPGPTG.... Protein 2 (ENSG00000169550) has sequence MGIIQSILATSRDCYSFKKKPIPKKPTMLALAKILLISTLFYSLLSGSHGKENQDINTTQNIAEVFKTMENKPISLESEANLNSDKENITTSNLKASHSPPLNLPNNSHGITDFSSNSSAEHSLGSLKPTSTISTSPPLIHSFVSKVPWNAPIADEDLLPISAHPNATPALSSENFTWSLVNDTVKTPDNSSITVSILSSEPTSPSVTPLIVEPSGWLTTNSDSFTGFTPYQEKTTLQPTLKFTNNSKLFPNTSDPQKVLRLDNAPEPYDVSFGNSSYYNPTLNDSAMPESEENARDGIP.... Result: 0 (the proteins do not interact). (5) Protein 1 (ENSG00000125434) has sequence MDFLMSGLAACGACVFTNPLEVVKTRMQLQGELQAPGTYQRHYRNVFHAFITIGKVDGLAALQKGLAPALLYQFLMNGIRLGTYGLAEAGGYLHTAEGTHSPARSAAAGAMAGVMGAYLGSPIYMVKTHLQAQAASEIAVGHQYKHQGMFQALTEIGQKHGLVGLWRGALGGLPRVIVGSSTQLCTFSSTKDLLSQWEIFPPQSWKLALVAAMMSGIAVVLAMAPFDVACTRLYNQPTDAQGKNRVPKFSATSCSASAPLLGTKDVRIVKGQTGHQLFKVTQAPGCSPILLGTQS*MDFL.... Protein 2 (ENSG00000196459) has sequence MSGSFYFVIVGHHDNPVFEMEFLPAGKAESKDDHRHLNQFIAHAALDLVDENMWLSNNMYLKTVDKFNEWFVSAFVTAGHMRFIMLHDIRQEDGIKNFFTDVYDLYIKFSMNPFYEPNSPIRSSAFDRKVQFLGKKHLLS*MSSWKQDRSGLRSTELNVLEYQPLCAVRSHILKTMSGSFYFVIVGHHDNPVFEMEFLPAGKAESKDDHRHLNQFIAHAALDLVDENMWLSNNMYLKTVDKFNEWFVSAFVTAGHMRFIMLHDIRQEDGIKNFFTDVYDLYIKFSMNPFYEPNSPIRSSA.... Result: 1 (the proteins interact). (6) Protein 1 (ENSG00000165509) has sequence MLLPCHWVLDATFSDGSLGQWVKNTCATYALSPVVLPPQPQPRKKATDKDYSAFHLGHLREVRLFLRGGTSDQRMDSLVLCPTYFKLWRTLSGSPGLQLSDLHFGSQPEGKFSLRRAVSVKQREEPQDWPLNEKRTLWKDSDLPTWRRGTGYTLSLPAVSPGKRLWGEKAGSLPESEPLFTYTLDEKVDKLVQFLLLKYQAKEPLTRAEMQMNVINTYTGYFPMIFRKAREFIEILFGISLTEVDPDHFYVFVNTLDLTCEGSLSDEQGMPQNRLLILILSVIFIKGNCASEEVIWEVLN.... Protein 2 (ENSG00000114062) has sequence MKRAAAKHLIERYYHQLTEGCGNEACTNEFCASCPTFLRMDNNAAAIKALELYKINAKLCDPHPSKKGASSAYLENSKGAPNNSCSEIKMNKKGARIDFKDVTYLTEEKVYEILELCREREDYSPLIRVIGRVFSSAEALVQSFRKVKQHTKEELKSLQAKDEDKDEDEKEKAACSAAAMEEDSEASSSRIGDSSQGDNNLQKLGPDDVSVDIDAIRRVYTRLLSNEKIETAFLNALVYLSPNVECDLTYHNVYSRDPNYLNLFIIVMENRNLHSPEYLEMALPLFCKAMSKLPLAAQGK.... Result: 0 (the proteins do not interact).